From a dataset of Full USPTO retrosynthesis dataset with 1.9M reactions from patents (1976-2016). Predict the reactants needed to synthesize the given product. (1) Given the product [CH:12](/[C:8]1[C:7]([C@@H:18]([N:20]2[C:21](=[O:30])[C:22]3[C:27](=[CH:26][CH:25]=[CH:24][CH:23]=3)[C:28]2=[O:29])[CH3:19])=[CH:6][C:5]2[C:10](=[CH:11][C:2]([F:1])=[CH:3][CH:4]=2)[N:9]=1)=[CH:13]\[CH2:14][CH3:15], predict the reactants needed to synthesize it. The reactants are: [F:1][C:2]1[CH:11]=[C:10]2[C:5]([CH:6]=[C:7]([C@@H:18]([N:20]3[C:28](=[O:29])[C:27]4[C:22](=[CH:23][CH:24]=[CH:25][CH:26]=4)[C:21]3=[O:30])[CH3:19])[C:8](/[CH:12]=[CH:13]/[CH2:14][CH2:15]CC)=[N:9]2)=[CH:4][CH:3]=1.CC/C=C/CC. (2) Given the product [C:56]([O:55][C:53]([N:47]1[C@H:46]([CH3:45])[CH2:51][N:50]([C:1](=[O:2])[CH2:4][C:5]([NH:7][C:8]2[CH:9]=[C:10]([CH:40]=[CH:41][C:42]=2[O:43][CH3:44])[C:11]([O:13][C@H:14]([C:25]2[CH:30]=[CH:29][C:28]([O:31][CH:32]([F:33])[F:34])=[C:27]([O:35][CH2:36][CH:37]3[CH2:38][CH2:39]3)[CH:26]=2)[CH2:15][C:16]2[C:21]([Cl:22])=[CH:20][N+:19]([O-:23])=[CH:18][C:17]=2[Cl:24])=[O:12])=[O:6])[C@@H:49]([CH3:52])[CH2:48]1)=[O:54])([CH3:57])([CH3:59])[CH3:58], predict the reactants needed to synthesize it. The reactants are: [C:1]([CH2:4][C:5]([NH:7][C:8]1[CH:9]=[C:10]([CH:40]=[CH:41][C:42]=1[O:43][CH3:44])[C:11]([O:13][C@H:14]([C:25]1[CH:30]=[CH:29][C:28]([O:31][CH:32]([F:34])[F:33])=[C:27]([O:35][CH2:36][CH:37]2[CH2:39][CH2:38]2)[CH:26]=1)[CH2:15][C:16]1[C:21]([Cl:22])=[CH:20][N+:19]([O-:23])=[CH:18][C:17]=1[Cl:24])=[O:12])=[O:6])(O)=[O:2].[CH3:45][C@@H:46]1[CH2:51][NH:50][C@@H:49]([CH3:52])[CH2:48][N:47]1[C:53]([O:55][C:56]([CH3:59])([CH3:58])[CH3:57])=[O:54].C(Cl)CCl. (3) Given the product [Br:2][C:7]1[CH:9]=[CH:10][CH:11]=[C:5]([O:4][CH3:3])[C:6]=1[CH3:12], predict the reactants needed to synthesize it. The reactants are: O.[Br-:2].[CH3:3][O:4][C:5]1[C:6]([CH3:12])=[C:7]([CH:9]=[CH:10][CH:11]=1)N.N([O-])=O.[Na+]. (4) Given the product [C:1]([C:4]1[C:9]([C:10]2[CH:15]=[CH:14][CH:13]=[C:12]([Cl:16])[CH:11]=2)=[N:8][N:7]([CH2:17][CH3:18])[C:6](=[O:19])[C:5]=1[NH:20][C:24]1[CH:25]=[CH:26][CH:27]=[C:28]2[C:33]=1[N:32]=[CH:31][CH:30]=[CH:29]2)(=[O:3])[CH3:2], predict the reactants needed to synthesize it. The reactants are: [C:1]([C:4]1[C:9]([C:10]2[CH:15]=[CH:14][CH:13]=[C:12]([Cl:16])[CH:11]=2)=[N:8][N:7]([CH2:17][CH3:18])[C:6](=[O:19])[C:5]=1[N+:20]([O-])=O)(=[O:3])[CH3:2].N[C:24]1[CH:25]=[CH:26][CH:27]=[C:28]2[C:33]=1[N:32]=[CH:31][CH:30]=[CH:29]2.